Dataset: Forward reaction prediction with 1.9M reactions from USPTO patents (1976-2016). Task: Predict the product of the given reaction. (1) Given the reactants C(O[C:4]([C:6]1[CH2:7][N:8]([C:22]([O:24][C:25]([CH3:28])([CH3:27])[CH3:26])=[O:23])[CH2:9][CH2:10][C:11]=1[NH:12][C:13]([O:15]C1C=CC=CC=1)=O)=[O:5])C.C1CCN2C(=[N:33]CCC2)CC1.N[C:41](N)=[O:42].[OH-].[Na+].Cl, predict the reaction product. The product is: [C:25]([O:24][C:22]([N:8]1[CH2:9][CH2:10][C:11]2[NH:12][C:13](=[O:15])[N:33]([O:42][CH3:41])[C:4](=[O:5])[C:6]=2[CH2:7]1)=[O:23])([CH3:26])([CH3:27])[CH3:28]. (2) The product is: [CH3:29][N:30]([CH3:31])[C:2]1[N:27]=[CH:26][C:5]2[C:6]3[N:7]([CH:11]=[C:12]([C:14]4[N:18]([CH2:19][C:20]([F:23])([F:22])[F:21])[N:17]=[C:16]([CH2:24][OH:25])[N:15]=4)[N:13]=3)[CH2:8][CH2:9][O:10][C:4]=2[CH:3]=1. Given the reactants Cl[C:2]1[N:27]=[CH:26][C:5]2[C:6]3[N:7]([CH:11]=[C:12]([C:14]4[N:18]([CH2:19][C:20]([F:23])([F:22])[F:21])[N:17]=[C:16]([CH2:24][OH:25])[N:15]=4)[N:13]=3)[CH2:8][CH2:9][O:10][C:4]=2[CH:3]=1.Cl.[CH3:29][NH:30][CH3:31], predict the reaction product. (3) The product is: [Br:19][C:20]1[N:25]=[C:24]([N:3]2[CH2:4][CH2:5][CH:6]([N:9]3[C:17]4[C:12](=[N:13][CH:14]=[CH:15][CH:16]=4)[NH:11][C:10]3=[O:18])[CH2:7][CH2:8]2)[CH:23]=[CH:22][N:21]=1. Given the reactants Cl.Cl.[NH:3]1[CH2:8][CH2:7][CH:6]([N:9]2[C:17]3[C:12](=[N:13][CH:14]=[CH:15][CH:16]=3)[NH:11][C:10]2=[O:18])[CH2:5][CH2:4]1.[Br:19][C:20]1[N:25]=[C:24](Br)[CH:23]=[CH:22][N:21]=1.CCN(C(C)C)C(C)C, predict the reaction product. (4) The product is: [C:10]([C:9]1[C:8]([F:7])=[CH:15][C:14]([NH:18][C@H:19]2[CH2:24][CH2:23][C@H:22]([NH:25][C:26](=[O:32])[O:27][C:28]([CH3:30])([CH3:29])[CH3:31])[CH2:21][CH2:20]2)=[C:13]([F:17])[CH:12]=1)#[N:11]. Given the reactants C(=O)([O-])[O-].[K+].[K+].[F:7][C:8]1[CH:15]=[C:14](F)[C:13]([F:17])=[CH:12][C:9]=1[C:10]#[N:11].[NH2:18][C@H:19]1[CH2:24][CH2:23][C@H:22]([NH:25][C:26](=[O:32])[O:27][C:28]([CH3:31])([CH3:30])[CH3:29])[CH2:21][CH2:20]1.[Cl-].[Na+].C(=O)([O-])O.[Na+], predict the reaction product. (5) Given the reactants [CH2:1]([O:5][C:6]1[CH:7]=[CH:8][C:9]2[C:17]3[C:13]([C:14]([CH3:21])([CH3:20])[CH:15]([OH:19])[N+:16]=3[O-])=[CH:12][C:11](=[O:22])[C:10]=2[CH:23]=1)[CH2:2][CH2:3][CH3:4].Cl.C1(=O)C=CC(=[O:31])C=C1, predict the reaction product. The product is: [CH2:1]([O:5][C:6]1[CH:7]=[CH:8][C:9]2[C:17]3[C:13]([C:14]([CH3:21])([CH3:20])[C:15](=[O:19])[N:16]=3)=[C:12]([OH:31])[C:11](=[O:22])[C:10]=2[CH:23]=1)[CH2:2][CH2:3][CH3:4]. (6) Given the reactants [P:1]([O:13][CH2:14]Cl)([O:8][C:9]([CH3:12])([CH3:11])[CH3:10])([O:3][C:4]([CH3:7])([CH3:6])[CH3:5])=[O:2].[I-:16].[Na+].CC(C)=O, predict the reaction product. The product is: [P:1]([O:13][CH2:14][I:16])([O:8][C:9]([CH3:12])([CH3:11])[CH3:10])([O:3][C:4]([CH3:7])([CH3:6])[CH3:5])=[O:2]. (7) Given the reactants [F:1][C:2]1[C:3](=[NH:20])[NH:4][C:5](=O)[N:6]([S:8]([C:11]2[CH:16]=[CH:15][C:14]([O:17][CH3:18])=[CH:13][CH:12]=2)(=[O:10])=[O:9])[CH:7]=1.[C:21](=[O:24])([O-])[O-].[K+].[K+].I[CH3:28], predict the reaction product. The product is: [F:1][C:2]1/[C:3](=[N:20]\[CH3:28])/[N:4]([CH3:5])[C:21](=[O:24])[N:6]([S:8]([C:11]2[CH:16]=[CH:15][C:14]([O:17][CH3:18])=[CH:13][CH:12]=2)(=[O:10])=[O:9])[CH:7]=1. (8) Given the reactants [NH2:1][C:2]1[CH:3]=[C:4]([CH:8]=[C:9]([Br:11])[CH:10]=1)[C:5]([OH:7])=[O:6].[Si](C=[N+]=[N-])(C)(C)[CH3:13], predict the reaction product. The product is: [CH3:13][O:6][C:5](=[O:7])[C:4]1[CH:8]=[C:9]([Br:11])[CH:10]=[C:2]([NH2:1])[CH:3]=1. (9) Given the reactants [C:1]([C:5]1[CH:9]=[C:8]([NH2:10])[NH:7][N:6]=1)([CH3:4])([CH3:3])[CH3:2].C(=O)([O-])[O-].[K+].[K+].[CH2:17]([O:19][C:20](=[O:29])[C:21]1[CH:26]=[C:25]([Cl:27])[CH:24]=[C:23](Br)[CH:22]=1)[CH3:18], predict the reaction product. The product is: [CH2:17]([O:19][C:20](=[O:29])[C:21]1[CH:26]=[C:25]([Cl:27])[CH:24]=[C:23]([N:7]2[C:8]([NH2:10])=[CH:9][C:5]([C:1]([CH3:4])([CH3:3])[CH3:2])=[N:6]2)[CH:22]=1)[CH3:18].